Dataset: Forward reaction prediction with 1.9M reactions from USPTO patents (1976-2016). Task: Predict the product of the given reaction. Given the reactants [NH2:1][C@@:2]1([CH3:27])[CH2:6][CH2:5][C@@H:4]([NH:7][C:8]2[C:9]3[N:10]([CH:17]=[C:18]([C:20]([O:22][CH2:23][CH3:24])=[O:21])[CH:19]=3)[N:11]=[CH:12][C:13]=2[C:14](=[O:16])[NH2:15])[C:3]1([CH3:26])[CH3:25].CCN(CC)CC.[O:35](C(OC(C)(C)C)=O)[C:36]([O:38][C:39]([CH3:42])([CH3:41])[CH3:40])=O, predict the reaction product. The product is: [C:39]([O:38][C:36]([NH:1][C@@:2]1([CH3:27])[CH2:6][CH2:5][C@@H:4]([NH:7][C:8]2[C:9]3[N:10]([CH:17]=[C:18]([C:20]([O:22][CH2:23][CH3:24])=[O:21])[CH:19]=3)[N:11]=[CH:12][C:13]=2[C:14](=[O:16])[NH2:15])[C:3]1([CH3:26])[CH3:25])=[O:35])([CH3:42])([CH3:41])[CH3:40].